Dataset: Reaction yield outcomes from USPTO patents with 853,638 reactions. Task: Predict the reaction yield, written as a fraction of the theoretical maximum amount of product (1.0 means a 100% yield; for example, 0.34 means a 34% yield). (1) The yield is 0.570. The reactants are [NH:1]1[C:5]2[CH:6]=[CH:7][C:8]([C:10]([N:12]3[C@@H:21]4[C@@H:16]([C:17]5[CH:25]=[CH:24][C:23]([C:26](O)=[O:27])=[CH:22][C:18]=5[CH2:19][CH2:20]4)[CH2:15][CH2:14][CH2:13]3)=[O:11])=[CH:9][C:4]=2[N:3]=[CH:2]1.[NH:29]1[CH2:33][CH2:32][CH2:31][CH2:30]1. The product is [NH:1]1[C:5]2[CH:6]=[CH:7][C:8]([C:10]([N:12]3[C@@H:21]4[C@@H:16]([C:17]5[CH:25]=[CH:24][C:23]([C:26]([N:29]6[CH2:33][CH2:32][CH2:31][CH2:30]6)=[O:27])=[CH:22][C:18]=5[CH2:19][CH2:20]4)[CH2:15][CH2:14][CH2:13]3)=[O:11])=[CH:9][C:4]=2[N:3]=[CH:2]1. No catalyst specified. (2) The reactants are [S:1]1[CH:5]=[CH:4][C:3]([N:6]2[C:14]3[C:9](=[CH:10][CH:11]=[CH:12][CH:13]=3)[C:8](=O)[C:7]2=[O:16])=[CH:2]1.[NH2:17][C:18]1[CH:23]=[CH:22][C:21]([CH3:24])=[CH:20][CH:19]=1. The catalyst is CC(O)=O.CO. The product is [CH3:24][C:21]1[CH:22]=[CH:23][C:18](/[N:17]=[C:8]2/[C:7](=[O:16])[N:6]([C:3]3[CH:4]=[CH:5][S:1][CH:2]=3)[C:14]3[C:9]/2=[CH:10][CH:11]=[CH:12][CH:13]=3)=[CH:19][CH:20]=1. The yield is 0.500. (3) The reactants are C[Si]([NH:5][C:6]1[N:11]=[C:10]([O:12][Si](C)(C)C)[N:9]=[CH:8][N:7]=1)(C)C.C(O[C@@H:21]1[O:43][C@H:42]([CH2:44][O:45]C(=O)C2C=CC=CC=2)[C@@H:32]([O:33]C(=O)C2C=CC=CC=2)[C@H:22]1[O:23]C(=O)C1C=CC=CC=1)(=O)C.CC#N.S(O)(C(F)(F)F)(=O)=O. The catalyst is CS(C)=O. The product is [CH:8]1[N:9]([C@@H:21]2[O:43][C@H:42]([CH2:44][OH:45])[C@@H:32]([OH:33])[C@H:22]2[OH:23])[C:10](=[O:12])[N:11]=[C:6]([NH2:5])[N:7]=1. The yield is 0.710. (4) The reactants are [F:1][C:2]1[C:10]([O:11][C:12]2[C:17]3=[C:18]([CH3:22])[C:19]([OH:21])=[CH:20][N:16]3[N:15]=[CH:14][N:13]=2)=[CH:9][CH:8]=[C:7]2[C:3]=1[CH:4]=[C:5]([CH3:23])[NH:6]2.[CH2:24]([CH:26]1[O:28][CH2:27]1)Cl.C(=O)([O-])[O-].[K+].[K+]. The catalyst is CN(C=O)C. The product is [F:1][C:2]1[C:10]([O:11][C:12]2[C:17]3=[C:18]([CH3:22])[C:19]([O:21][CH2:24][CH:26]4[CH2:27][O:28]4)=[CH:20][N:16]3[N:15]=[CH:14][N:13]=2)=[CH:9][CH:8]=[C:7]2[C:3]=1[CH:4]=[C:5]([CH3:23])[NH:6]2. The yield is 0.810. (5) The reactants are [OH-].[Na+].[C:3]1([N:9]2[CH2:18][CH2:17][C:16]3[C:11](=[CH:12][CH:13]=[C:14]([C:19]([O:21]C)=[O:20])[CH:15]=3)[CH2:10]2)[CH:8]=[CH:7][CH:6]=[CH:5][CH:4]=1.Cl. The catalyst is O1CCCC1. The product is [C:3]1([N:9]2[CH2:18][CH2:17][C:16]3[C:11](=[CH:12][CH:13]=[C:14]([C:19]([OH:21])=[O:20])[CH:15]=3)[CH2:10]2)[CH:4]=[CH:5][CH:6]=[CH:7][CH:8]=1. The yield is 0.790. (6) The reactants are [C:1]1([C:7]2[C:11]([C:12]([F:15])([F:14])[F:13])=[C:10]([C:16]3[S:17][C:18]4[C:28]5[C:23](=[CH:24][C:25]([CH:29]6[CH2:33][CH2:32][C:31](=O)[CH2:30]6)=[CH:26][CH:27]=5)[CH2:22][CH2:21][C:19]=4[N:20]=3)[O:9][N:8]=2)[CH:6]=[CH:5][CH:4]=[CH:3][CH:2]=1.CO.[NH3:37].[CH2:38](B1OC(C)(C)C(C)(C)O1)[CH:39]=[CH2:40]. The yield is 0.474. The catalyst is ClCCl. The product is [CH2:38]([C:31]1([NH2:37])[CH2:32][CH2:33][CH:29]([C:25]2[CH:24]=[C:23]3[C:28](=[CH:27][CH:26]=2)[C:18]2[S:17][C:16]([C:10]4[O:9][N:8]=[C:7]([C:1]5[CH:2]=[CH:3][CH:4]=[CH:5][CH:6]=5)[C:11]=4[C:12]([F:14])([F:15])[F:13])=[N:20][C:19]=2[CH2:21][CH2:22]3)[CH2:30]1)[CH:39]=[CH2:40]. (7) The reactants are [F:1][C:2]1[CH:3]=[CH:4][C:5]([O:13][CH3:14])=[C:6]([CH2:8][CH2:9][CH2:10][CH:11]=[O:12])[CH:7]=1.[CH:15]([Mg]Br)=[CH:16][CH2:17][CH3:18].[Cl-].[NH4+]. The catalyst is C1COCC1. The product is [F:1][C:2]1[CH:3]=[CH:4][C:5]([O:13][CH3:14])=[C:6]([CH2:8][CH2:9][CH2:10][CH:11]([OH:12])[CH2:18][CH2:17][CH:16]=[CH2:15])[CH:7]=1. The yield is 0.610. (8) The reactants are C(=O)([O-])[O-].[K+].[K+].[Si:7]([O:14][CH2:15][C@H:16]([OH:24])[CH2:17][C:18]#[C:19][Si](C)(C)C)([C:10]([CH3:13])([CH3:12])[CH3:11])([CH3:9])[CH3:8]. The catalyst is CO. The product is [Si:7]([O:14][CH2:15][C@H:16]([OH:24])[CH2:17][C:18]#[CH:19])([C:10]([CH3:13])([CH3:12])[CH3:11])([CH3:9])[CH3:8]. The yield is 0.800. (9) The reactants are Cl[C:2]1N=[C:6]([C:8]([F:14])([F:13])[C:9]([F:12])([F:11])[F:10])[CH:5]=[CH:4][N:3]=1.[CH3:15][C:16]1[CH:17]=C([CH:20]=[C:21]([C:23]2[S:27][CH:26]=[N:25][CH:24]=2)[CH:22]=1)N.[CH3:28][C:29]1(C)C2C(=C(P(C3C=CC=CC=3)C3C=CC=CC=3)C=CC=2)OC2C(P(C3C=CC=CC=3)C3C=CC=CC=3)=CC=C[C:30]1=2.C([O-])([O-])=O.[Cs+].[Cs+]. The catalyst is O1CCOCC1.CC([O-])=O.CC([O-])=O.[Pd+2]. The product is [CH3:15][C:16]1[CH:17]=[C:2]([CH:20]=[C:21]([C:23]2[S:27][CH:26]=[N:25][CH:24]=2)[CH:22]=1)[NH:3][C:4]1[CH:30]=[CH:29][CH:28]=[C:6]([C:8]([F:14])([F:13])[C:9]([F:12])([F:11])[F:10])[CH:5]=1. The yield is 0.130. (10) The reactants are [F:1][C:2]1[CH:3]=[CH:4][C:5]([CH3:27])=[C:6]([C:8]2[CH:17]=[C:16]3[C:11]([CH:12]=[C:13]([NH:18][C:19]4[CH:24]=[CH:23][CH:22]=[C:21]([O:25]C)[N:20]=4)[N:14]=[CH:15]3)=[CH:10][CH:9]=2)[CH:7]=1.C(O)(=O)C.Br. No catalyst specified. The product is [F:1][C:2]1[CH:3]=[CH:4][C:5]([CH3:27])=[C:6]([C:8]2[CH:17]=[C:16]3[C:11]([CH:12]=[C:13]([NH:18][C:19]4[NH:20][C:21](=[O:25])[CH:22]=[CH:23][CH:24]=4)[N:14]=[CH:15]3)=[CH:10][CH:9]=2)[CH:7]=1. The yield is 0.0320.